Task: Predict the product of the given reaction.. Dataset: Forward reaction prediction with 1.9M reactions from USPTO patents (1976-2016) (1) Given the reactants [OH:1][CH2:2][C:3]([CH3:36])([CH3:35])[O:4][NH:5][C:6]([C:8]1[C:9]([NH:26][C:27]2[CH:32]=[CH:31][C:30]([I:33])=[CH:29][C:28]=2[F:34])=[C:10]2[CH:16]=[N:15][N:14](CC3C=CC(OC)=CC=3)[C:11]2=[N:12][CH:13]=1)=[O:7], predict the reaction product. The product is: [OH:1][CH2:2][C:3]([CH3:36])([CH3:35])[O:4][NH:5][C:6]([C:8]1[C:9]([NH:26][C:27]2[CH:32]=[CH:31][C:30]([I:33])=[CH:29][C:28]=2[F:34])=[C:10]2[CH:16]=[N:15][NH:14][C:11]2=[N:12][CH:13]=1)=[O:7]. (2) Given the reactants [F:1][C:2]([F:25])([F:24])[C:3]1[CH:8]=[CH:7][C:6]([N:9]2[C:13]3[CH:14]=[CH:15][C:16]4[CH:21]=[C:20]([CH:22]=O)[CH:19]=[CH:18][C:17]=4[C:12]=3[N:11]=[CH:10]2)=[CH:5][CH:4]=1.[NH2:26][NH:27][C:28]([NH:30][C:31]1[C:36]([CH3:37])=[CH:35][C:34](Br)=[CH:33][C:32]=1[CH3:39])=[S:29], predict the reaction product. The product is: [CH3:37][C:36]1[CH:35]=[CH:34][CH:33]=[C:32]([CH3:39])[C:31]=1[NH:30][C:28]([NH:27]/[N:26]=[CH:22]/[C:20]1[CH:19]=[CH:18][C:17]2[C:12]3[N:11]=[CH:10][N:9]([C:6]4[CH:7]=[CH:8][C:3]([C:2]([F:25])([F:24])[F:1])=[CH:4][CH:5]=4)[C:13]=3[CH:14]=[CH:15][C:16]=2[CH:21]=1)=[S:29]. (3) Given the reactants [Br:1][C:2]1[CH:6]=[CH:5][S:4][CH:3]=1.BrC[CH:9]([O:13][CH2:14][CH3:15])[O:10][CH2:11][CH3:12].C(=O)([O-])[O-].[K+].[K+].[CH3:22][C:23]([CH3:25])=O, predict the reaction product. The product is: [Br:1][C:2]1[CH:6]=[C:5]([S:4][CH2:3][CH:9]([O:13][CH2:14][CH3:15])[O:10][CH2:11][CH3:12])[CH:22]=[CH:23][CH:25]=1. (4) Given the reactants [CH3:1][O:2][C:3]1[CH:8]=[CH:7][C:6]([C@H:9]([NH2:11])[CH3:10])=[CH:5][CH:4]=1.[N:12]1[CH:17]=[CH:16][CH:15]=[CH:14][C:13]=1[CH:18]=O.C(O[BH-](OC(=O)C)OC(=O)C)(=O)C.[Na+], predict the reaction product. The product is: [CH3:1][O:2][C:3]1[CH:8]=[CH:7][C:6]([C@H:9]([NH:11][CH2:18][C:13]2[CH:14]=[CH:15][CH:16]=[CH:17][N:12]=2)[CH3:10])=[CH:5][CH:4]=1. (5) The product is: [O:49]1[C:48]2[CH:47]=[CH:46][C:42]([CH2:43][CH2:44][NH:45][C:3]([C:5]3[N:14]4[C:8]([CH2:9][N:10]([C:19]([C:21]5[CH:26]=[CH:25][C:24]([C:27]6[CH:32]=[CH:31][CH:30]=[CH:29][C:28]=6[CH3:33])=[C:23]([CH3:34])[CH:22]=5)=[O:20])[C:11]5[CH:18]=[CH:17][CH:16]=[CH:15][C:12]=5[CH2:13]4)=[CH:7][CH:6]=3)=[O:4])=[CH:41][C:40]=2[O:39][CH2:38]1. Given the reactants ClC(Cl)(Cl)[C:3]([C:5]1[N:14]2[C:8]([CH2:9][N:10]([C:19]([C:21]3[CH:26]=[CH:25][C:24]([C:27]4[CH:32]=[CH:31][CH:30]=[CH:29][C:28]=4[CH3:33])=[C:23]([CH3:34])[CH:22]=3)=[O:20])[C:11]3[CH:18]=[CH:17][CH:16]=[CH:15][C:12]=3[CH2:13]2)=[CH:7][CH:6]=1)=[O:4].Cl.[CH2:38]1[O:49][C:48]2[CH:47]=[CH:46][C:42]([CH2:43][CH2:44][NH2:45])=[CH:41][C:40]=2[O:39]1.C(N(CC)CC)C, predict the reaction product.